From a dataset of Catalyst prediction with 721,799 reactions and 888 catalyst types from USPTO. Predict which catalyst facilitates the given reaction. (1) Reactant: N(C(OCC)=O)=NC(OCC)=O.[F:13][C:14]1[C:22]([O:23][C:24]2[C:33]3[C:28](=[CH:29][C:30]([OH:36])=[C:31]([O:34][CH3:35])[CH:32]=3)[N:27]=[N:26][CH:25]=2)=[CH:21][CH:20]=[C:19]2[C:15]=1[CH:16]=[C:17]([CH3:37])[NH:18]2.[C:38]([CH2:40][N:41]1[CH2:46][CH2:45][N:44]([CH2:47][CH2:48][CH2:49]O)[CH2:43][CH2:42]1)#[N:39].C1(P(C2C=CC=CC=2)C2C=CC=CC=2)C=CC=CC=1. Product: [C:38]([CH2:40][N:41]1[CH2:42][CH2:43][N:44]([CH2:47][CH2:48][CH2:49][O:36][C:30]2[CH:29]=[C:28]3[C:33]([C:24]([O:23][C:22]4[C:14]([F:13])=[C:15]5[C:19](=[CH:20][CH:21]=4)[NH:18][C:17]([CH3:37])=[CH:16]5)=[CH:25][N:26]=[N:27]3)=[CH:32][C:31]=2[O:34][CH3:35])[CH2:45][CH2:46]1)#[N:39]. The catalyst class is: 2. (2) Reactant: [C:1]([C:5]1[N:10]=[C:9]([N:11]2[CH2:16][CH2:15][N:14]([CH2:17][CH2:18][CH2:19][CH2:20][NH2:21])[CH2:13][CH2:12]2)[CH:8]=[C:7]([C:22]([F:25])([F:24])[F:23])[N:6]=1)([CH3:4])([CH3:3])[CH3:2].C1N=CN([C:31]([N:33]2[CH:37]=N[CH:35]=[CH:34]2)=[O:32])C=1.C1[C:50]2[C:49]3[CH:48]=[C:47]([C:51]#[N:52])[CH:46]=[CH:45][C:44]=3[NH:43][C:42]=2CCN1. Product: [C:1]([C:5]1[N:10]=[C:9]([N:11]2[CH2:16][CH2:15][N:14]([CH2:17][CH2:18][CH2:19][CH2:20][NH:21][C:31]([N:33]3[CH2:34][CH2:35][C:42]4[NH:43][C:44]5[CH:45]=[CH:46][C:47]([C:51]#[N:52])=[CH:48][C:49]=5[C:50]=4[CH2:37]3)=[O:32])[CH2:13][CH2:12]2)[CH:8]=[C:7]([C:22]([F:24])([F:25])[F:23])[N:6]=1)([CH3:4])([CH3:2])[CH3:3]. The catalyst class is: 147.